This data is from Catalyst prediction with 721,799 reactions and 888 catalyst types from USPTO. The task is: Predict which catalyst facilitates the given reaction. (1) Reactant: C(Cl)(=O)C(Cl)=O.[C:7]([O:11][C:12]([NH:14][C@@H:15]1[CH2:20][CH2:19][C@H:18]([O:21][C:22]2[CH:30]=[C:29]([CH3:31])[CH:28]=[CH:27][C:23]=2[C:24](O)=[S:25])[CH2:17][CH2:16]1)=[O:13])([CH3:10])([CH3:9])[CH3:8].N1C=CC=CC=1.[NH2:38][C:39]1[C:40]([C:45]([NH:47][C:48]2[CH:53]=[CH:52][C:51]([Cl:54])=[CH:50][N:49]=2)=[O:46])=[N:41][CH:42]=[CH:43][CH:44]=1. Product: [C:7]([O:11][C:12]([NH:14][C@@H:15]1[CH2:16][CH2:17][C@H:18]([O:21][C:22]2[CH:30]=[C:29]([CH3:31])[CH:28]=[CH:27][C:23]=2[C:24]([NH:38][C:39]2[C:40]([C:45]([NH:47][C:48]3[CH:53]=[CH:52][C:51]([Cl:54])=[CH:50][N:49]=3)=[O:46])=[N:41][CH:42]=[CH:43][CH:44]=2)=[S:25])[CH2:19][CH2:20]1)=[O:13])([CH3:8])([CH3:9])[CH3:10]. The catalyst class is: 85. (2) Reactant: Cl[C:2]1[N:7]=[N:6][C:5]([C:8]2[CH:15]=[CH:14][C:11]([C:12]#[N:13])=[CH:10][CH:9]=2)=[CH:4][CH:3]=1.Cl.[CH:17]([N:20]1[CH2:25][CH2:24][NH:23][CH2:22][CH2:21]1)([CH3:19])[CH3:18].[NH4+].[Cl-]. Product: [CH:17]([N:20]1[CH2:25][CH2:24][N:23]([C:2]2[N:7]=[N:6][C:5]([C:8]3[CH:15]=[CH:14][C:11]([C:12]#[N:13])=[CH:10][CH:9]=3)=[CH:4][CH:3]=2)[CH2:22][CH2:21]1)([CH3:19])[CH3:18]. The catalyst class is: 51. (3) Reactant: [NH2:1][C:2]1[N:7]=[CH:6][C:5]([CH:8]2[CH2:13][CH2:12][N:11]([C:14]([O:16][C:17]([CH3:20])([CH3:19])[CH3:18])=[O:15])[CH2:10][CH2:9]2)=[CH:4][CH:3]=1.Br[C:22]1[C:23](=[O:30])[N:24]([CH3:29])[CH:25]=[C:26]([Br:28])[CH:27]=1.C(=O)([O-])[O-].[Cs+].[Cs+].CC1(C)C2C(=C(P(C3C=CC=CC=3)C3C=CC=CC=3)C=CC=2)OC2C(P(C3C=CC=CC=3)C3C=CC=CC=3)=CC=CC1=2. Product: [Br:28][C:26]1[CH:27]=[C:22]([NH:1][C:2]2[N:7]=[CH:6][C:5]([CH:8]3[CH2:13][CH2:12][N:11]([C:14]([O:16][C:17]([CH3:20])([CH3:19])[CH3:18])=[O:15])[CH2:10][CH2:9]3)=[CH:4][CH:3]=2)[C:23](=[O:30])[N:24]([CH3:29])[CH:25]=1. The catalyst class is: 102. (4) Reactant: [CH:1](=O)[C:2]1[CH:7]=[CH:6][CH:5]=[CH:4][CH:3]=1.C(O)(=O)C.CO.[NH2:15][C:16]1[CH:50]=[CH:49][C:19]([CH2:20][N:21]2[C:27]3[CH:28]=[CH:29][CH:30]=[CH:31][C:26]=3[N:25]([C:32]3[CH:37]=[CH:36][C:35]([CH2:38][NH:39][C:40]([O:42][C:43]([CH3:46])([CH3:45])[CH3:44])=[O:41])=[CH:34][CH:33]=3)[C:24](=[O:47])[CH2:23][C:22]2=[O:48])=[CH:18][CH:17]=1. Product: [CH:1](=[N:15][C:16]1[CH:17]=[CH:18][C:19]([CH2:20][N:21]2[C:27]3[CH:28]=[CH:29][CH:30]=[CH:31][C:26]=3[N:25]([C:32]3[CH:37]=[CH:36][C:35]([CH2:38][NH:39][C:40]([O:42][C:43]([CH3:46])([CH3:44])[CH3:45])=[O:41])=[CH:34][CH:33]=3)[C:24](=[O:47])[CH2:23][C:22]2=[O:48])=[CH:49][CH:50]=1)[C:2]1[CH:7]=[CH:6][CH:5]=[CH:4][CH:3]=1. The catalyst class is: 27. (5) Reactant: [F:1][C:2]([F:16])([F:15])[CH2:3][C:4]([C:6]1[CH:11]=[CH:10][CH:9]=[C:8]([N+:12]([O-:14])=[O:13])[CH:7]=1)=O.O.[NH2:18][NH2:19]. Product: [F:1][C:2]([F:16])([F:15])[CH2:3][C:4]([C:6]1[CH:11]=[CH:10][CH:9]=[C:8]([N+:12]([O-:14])=[O:13])[CH:7]=1)=[N:18][NH2:19]. The catalyst class is: 7. (6) Reactant: [CH2:1]([O:8][C:9]([NH:11][CH:12]1[CH2:21][CH2:20][CH2:19][C:18]2[CH:17]=[C:16]([C:22](O)=[O:23])[CH:15]=[CH:14][C:13]1=2)=[O:10])[C:2]1[CH:7]=[CH:6][CH:5]=[CH:4][CH:3]=1.S(Cl)(Cl)=O.[NH2:29][C:30]1[CH:35]=[CH:34][N:33]=[CH:32][CH:31]=1. Product: [CH2:1]([O:8][C:9]([NH:11][CH:12]1[CH2:21][CH2:20][CH2:19][C:18]2[CH:17]=[C:16]([C:22]([NH:29][C:30]3[CH:35]=[CH:34][N:33]=[CH:32][CH:31]=3)=[O:23])[CH:15]=[CH:14][C:13]1=2)=[O:10])[C:2]1[CH:7]=[CH:6][CH:5]=[CH:4][CH:3]=1. The catalyst class is: 66. (7) Reactant: C1CN([P+](ON2N=NC3C=CC=CC2=3)(N2CCCC2)N2CCCC2)CC1.F[P-](F)(F)(F)(F)F.[CH3:34][O:35][P:36]([CH:39]([NH:43][C:44]([O:46][CH2:47][C:48]1[CH:53]=[CH:52][CH:51]=[CH:50][CH:49]=1)=[O:45])[CH:40]([CH3:42])[CH3:41])(=O)[OH:37].[CH3:54][O:55][C:56](=[O:70])[CH:57]([OH:69])[CH2:58][CH2:59][CH2:60][NH:61][C:62]([O:64][C:65]([CH3:68])([CH3:67])[CH3:66])=[O:63].CCN(C(C)C)C(C)C. Product: [CH3:54][O:55][C:56](=[O:70])[CH:57]([O:69][P:36]([CH:39]([NH:43][C:44]([O:46][CH2:47][C:48]1[CH:53]=[CH:52][CH:51]=[CH:50][CH:49]=1)=[O:45])[CH:40]([CH3:42])[CH3:41])([O:35][CH3:34])=[O:37])[CH2:58][CH2:59][CH2:60][NH:61][C:62]([O:64][C:65]([CH3:67])([CH3:66])[CH3:68])=[O:63]. The catalyst class is: 39.